This data is from Reaction yield outcomes from USPTO patents with 853,638 reactions. The task is: Predict the reaction yield, written as a fraction of the theoretical maximum amount of product (1.0 means a 100% yield; for example, 0.34 means a 34% yield). (1) The reactants are [C:1]([N:4]1[C:13]2[C:8](=[CH:9][C:10](Br)=[CH:11][CH:12]=2)[N:7]([C:15]([O:17][CH:18]2[CH2:21][CH2:20][CH2:19]2)=[O:16])[CH2:6][C@@H:5]1[CH3:22])(=[O:3])[CH3:2].CC1(C)OB([C:29]2[CH:30]=[N:31][N:32](C(OC(C)(C)C)=O)[CH:33]=2)OC1(C)C.C(=O)([O-])[O-].[Cs+].[Cs+].O1CCOCC1. The catalyst is C(OCC)(=O)C.O. The product is [C:1]([N:4]1[C:13]2[C:8](=[CH:9][C:10]([C:29]3[CH:30]=[N:31][NH:32][CH:33]=3)=[CH:11][CH:12]=2)[N:7]([C:15]([O:17][CH:18]2[CH2:21][CH2:20][CH2:19]2)=[O:16])[CH2:6][C@@H:5]1[CH3:22])(=[O:3])[CH3:2]. The yield is 0.620. (2) The reactants are [OH:1][C:2]1[CH:3]=[C:4]([CH:9]=[CH:10][C:11]=1[O:12][CH3:13])[C:5]([O:7][CH3:8])=[O:6].[C:14]([O-])(=[O:16])[CH3:15].[Na+]. The catalyst is C(OC(=O)C)(=O)C. The product is [C:14]([O:1][C:2]1[CH:3]=[C:4]([CH:9]=[CH:10][C:11]=1[O:12][CH3:13])[C:5]([O:7][CH3:8])=[O:6])(=[O:16])[CH3:15]. The yield is 0.770.